This data is from Reaction yield outcomes from USPTO patents with 853,638 reactions. The task is: Predict the reaction yield, written as a fraction of the theoretical maximum amount of product (1.0 means a 100% yield; for example, 0.34 means a 34% yield). (1) The reactants are [NH:1]1[C:5]2[CH:6]=[CH:7][CH:8]=[CH:9][C:4]=2[N:3]=[N:2]1.[Br:10][C:11]1[CH:17]=[CH:16][C:14]([NH2:15])=[CH:13][CH:12]=1.[CH:18](=O)[CH3:19]. The catalyst is C1(C)C=CC=CC=1. The product is [N:1]1([CH:18]([NH:15][C:14]2[CH:16]=[CH:17][C:11]([Br:10])=[CH:12][CH:13]=2)[CH3:19])[C:5]2[CH:6]=[CH:7][CH:8]=[CH:9][C:4]=2[N:3]=[N:2]1. The yield is 0.820. (2) The reactants are [Cl:1][C:2]1[CH:3]=[C:4]([NH:10][C@H:11]([C:16]([OH:18])=O)[CH2:12][CH:13]2[CH2:15][CH2:14]2)[CH:5]=[CH:6][C:7]=1[C:8]#[N:9].[CH3:19][C:20]1(C)OC(=O)CC(=O)[O:21]1.S([O-])(O)(=O)=O.[K+]. The catalyst is CN(C1C=CN=CC=1)C.O1CCCC1. The product is [Cl:1][C:2]1[CH:3]=[C:4]([N:10]2[C:20](=[O:21])[CH:19]=[C:16]([OH:18])[CH:11]2[CH2:12][CH:13]2[CH2:14][CH2:15]2)[CH:5]=[CH:6][C:7]=1[C:8]#[N:9]. The yield is 0.340. (3) The reactants are [O-]S(S([O-])=O)=O.[Na+].[Na+].[CH2:9]([O:16][C:17]1[CH:22]=[CH:21][C:20]([N+:23]([O-])=O)=[C:19]([F:26])[CH:18]=1)[C:10]1[CH:15]=[CH:14][CH:13]=[CH:12][CH:11]=1.C1COCC1.CCO. The catalyst is O. The product is [CH2:9]([O:16][C:17]1[CH:22]=[CH:21][C:20]([NH2:23])=[C:19]([F:26])[CH:18]=1)[C:10]1[CH:11]=[CH:12][CH:13]=[CH:14][CH:15]=1. The yield is 0.420.